Dataset: NCI-60 drug combinations with 297,098 pairs across 59 cell lines. Task: Regression. Given two drug SMILES strings and cell line genomic features, predict the synergy score measuring deviation from expected non-interaction effect. (1) Drug 1: CN(C)N=NC1=C(NC=N1)C(=O)N. Cell line: NCI-H322M. Drug 2: C1=CN(C=N1)CC(O)(P(=O)(O)O)P(=O)(O)O. Synergy scores: CSS=15.4, Synergy_ZIP=4.38, Synergy_Bliss=14.9, Synergy_Loewe=-24.0, Synergy_HSA=12.0. (2) Drug 1: CCC1=C2CN3C(=CC4=C(C3=O)COC(=O)C4(CC)O)C2=NC5=C1C=C(C=C5)O. Drug 2: C(=O)(N)NO. Cell line: U251. Synergy scores: CSS=48.4, Synergy_ZIP=-0.541, Synergy_Bliss=-1.67, Synergy_Loewe=-71.5, Synergy_HSA=-2.87. (3) Drug 1: CC1OCC2C(O1)C(C(C(O2)OC3C4COC(=O)C4C(C5=CC6=C(C=C35)OCO6)C7=CC(=C(C(=C7)OC)O)OC)O)O. Drug 2: C(=O)(N)NO. Cell line: PC-3. Synergy scores: CSS=20.2, Synergy_ZIP=-5.54, Synergy_Bliss=-1.32, Synergy_Loewe=-25.3, Synergy_HSA=0.279. (4) Drug 1: C1=C(C(=O)NC(=O)N1)F. Drug 2: CC1C(C(CC(O1)OC2CC(CC3=C2C(=C4C(=C3O)C(=O)C5=C(C4=O)C(=CC=C5)OC)O)(C(=O)CO)O)N)O.Cl. Synergy scores: CSS=53.2, Synergy_ZIP=-4.26, Synergy_Bliss=-4.86, Synergy_Loewe=0.573, Synergy_HSA=1.45. Cell line: BT-549. (5) Drug 1: COC1=CC(=CC(=C1O)OC)C2C3C(COC3=O)C(C4=CC5=C(C=C24)OCO5)OC6C(C(C7C(O6)COC(O7)C8=CC=CS8)O)O. Drug 2: C1C(C(OC1N2C=C(C(=O)NC2=O)F)CO)O. Cell line: 786-0. Synergy scores: CSS=27.9, Synergy_ZIP=-4.89, Synergy_Bliss=-3.12, Synergy_Loewe=-0.981, Synergy_HSA=0.591.